Dataset: Forward reaction prediction with 1.9M reactions from USPTO patents (1976-2016). Task: Predict the product of the given reaction. Given the reactants [N:1]1[CH:6]=[CH:5][CH:4]=[CH:3][C:2]=1/[CH:7]=[CH:8]/[C:9]([O:11][C:12]([CH3:15])([CH3:14])[CH3:13])=[O:10].C([O-])=O.[NH4+].C(OCC)(=O)C, predict the reaction product. The product is: [N:1]1[CH:6]=[CH:5][CH:4]=[CH:3][C:2]=1[CH2:7][CH2:8][C:9]([O:11][C:12]([CH3:15])([CH3:14])[CH3:13])=[O:10].